This data is from NCI-60 drug combinations with 297,098 pairs across 59 cell lines. The task is: Regression. Given two drug SMILES strings and cell line genomic features, predict the synergy score measuring deviation from expected non-interaction effect. (1) Cell line: T-47D. Synergy scores: CSS=6.93, Synergy_ZIP=-2.09, Synergy_Bliss=-2.78, Synergy_Loewe=-10.6, Synergy_HSA=-4.43. Drug 1: C1CCN(CC1)CCOC2=CC=C(C=C2)C(=O)C3=C(SC4=C3C=CC(=C4)O)C5=CC=C(C=C5)O. Drug 2: C1CNP(=O)(OC1)N(CCCl)CCCl. (2) Drug 1: COC1=NC(=NC2=C1N=CN2C3C(C(C(O3)CO)O)O)N. Drug 2: CS(=O)(=O)OCCCCOS(=O)(=O)C. Cell line: PC-3. Synergy scores: CSS=3.18, Synergy_ZIP=-1.44, Synergy_Bliss=-0.0292, Synergy_Loewe=-1.07, Synergy_HSA=-0.741. (3) Drug 1: CC1=C2C(C(=O)C3(C(CC4C(C3C(C(C2(C)C)(CC1OC(=O)C(C(C5=CC=CC=C5)NC(=O)C6=CC=CC=C6)O)O)OC(=O)C7=CC=CC=C7)(CO4)OC(=O)C)O)C)OC(=O)C. Drug 2: COC1=C2C(=CC3=C1OC=C3)C=CC(=O)O2. Cell line: SNB-19. Synergy scores: CSS=35.4, Synergy_ZIP=-4.40, Synergy_Bliss=-4.12, Synergy_Loewe=-40.3, Synergy_HSA=-5.08.